Task: Predict which catalyst facilitates the given reaction.. Dataset: Catalyst prediction with 721,799 reactions and 888 catalyst types from USPTO (1) Reactant: [CH2:1]1[C:3]([NH:7][C:8]([O:10][CH2:11][C:12]2[CH:17]=[CH:16][CH:15]=[CH:14][CH:13]=2)=[O:9])([C:4]([OH:6])=O)[CH2:2]1.CCN(C(C)C)C(C)C.CN(C(ON1N=NC2C=CC=NC1=2)=[N+](C)C)C.F[P-](F)(F)(F)(F)F.[O:51]1[CH:55]=[C:54]([C:56]2([NH2:59])[CH2:58][CH2:57]2)[N:53]=[CH:52]1. Product: [CH2:11]([O:10][C:8](=[O:9])[NH:7][C:3]1([C:4](=[O:6])[NH:59][C:56]2([C:54]3[N:53]=[CH:52][O:51][CH:55]=3)[CH2:58][CH2:57]2)[CH2:2][CH2:1]1)[C:12]1[CH:17]=[CH:16][CH:15]=[CH:14][CH:13]=1. The catalyst class is: 3. (2) Reactant: [N:1]1[C:5]2[C:6]3[C:11]([CH2:12][CH2:13][C:4]=2[S:3][C:2]=1[NH2:14])=[CH:10][CH:9]=[CH:8][CH:7]=3.[C:15](Cl)(=[O:18])[CH2:16][CH3:17].O. Product: [N:1]1[C:5]2[C:6]3[C:11]([CH2:12][CH2:13][C:4]=2[S:3][C:2]=1[NH:14][C:15](=[O:18])[CH2:16][CH3:17])=[CH:10][CH:9]=[CH:8][CH:7]=3. The catalyst class is: 17. (3) Reactant: [NH:1]1[C:9]2[C:4](=[CH:5][CH:6]=[CH:7][CH:8]=2)[CH2:3][CH2:2]1.C(Cl)(=[O:12])C.[Cl:14][CH2:15][CH2:16]Cl. Product: [Cl:14][CH2:15][C:16]([N:1]1[C:9]2[C:4](=[CH:5][CH:6]=[CH:7][CH:8]=2)[CH2:3][CH2:2]1)=[O:12]. The catalyst class is: 133. (4) Reactant: [C:1]([O:4][C:5]1[CH:6]=[C:7](/[CH:13]=[CH:14]/[C:15]([OH:17])=O)[CH:8]=[CH:9][C:10]=1[O:11][CH3:12])(=[O:3])[CH3:2].S(Cl)(Cl)=O.[Cl:22][C:23]1[CH:28]=[CH:27][C:26]([NH2:29])=[CH:25][C:24]=1[O:30][CH2:31][C:32]1[CH:37]=[CH:36][N:35]=[CH:34][CH:33]=1.C(N(C(C)C)CC)(C)C. Product: [Cl:22][C:23]1[CH:28]=[CH:27][C:26]([NH:29][C:15](=[O:17])/[CH:14]=[CH:13]/[C:7]2[CH:8]=[CH:9][C:10]([O:11][CH3:12])=[C:5]([O:4][C:1](=[O:3])[CH3:2])[CH:6]=2)=[CH:25][C:24]=1[O:30][CH2:31][C:32]1[CH:33]=[CH:34][N:35]=[CH:36][CH:37]=1. The catalyst class is: 76. (5) Reactant: [CH2:1]([C:3]1[CH:4]=[CH:5][C:6]([F:10])=[C:7]([OH:9])[CH:8]=1)[CH3:2].[Si:11](Cl)([C:14]([CH3:17])([CH3:16])[CH3:15])([CH3:13])[CH3:12].N1C=CN=C1. Product: [C:14]([Si:11]([O:9][C:7]1[CH:8]=[C:3]([CH2:1][CH3:2])[CH:4]=[CH:5][C:6]=1[F:10])([CH3:13])[CH3:12])([CH3:17])([CH3:16])[CH3:15]. The catalyst class is: 3. (6) Reactant: [Br:1][C:2]1[C:11]2[CH2:10][CH2:9][CH:8]([C:12]([O:14][CH3:15])=[O:13])[C:7](=[O:16])[C:6]=2[CH:5]=[N:4][CH:3]=1.[H-].[Na+].[CH3:19]I. Product: [CH3:15][O:14][C:12]([C:8]1([CH3:19])[C:7](=[O:16])[C:6]2[CH:5]=[N:4][CH:3]=[C:2]([Br:1])[C:11]=2[CH2:10][CH2:9]1)=[O:13]. The catalyst class is: 827. (7) Reactant: [CH2:1]([Si:3]([CH3:29])([CH3:28])[CH2:4][C:5]([NH:7]/[N:8]=[C:9]1\[NH:10][CH:11]=[CH:12][C:13]([C:15]2[CH:20]=[CH:19][N:18]=[C:17]([NH:21][C:22]3[N:26]([CH3:27])[N:25]=[CH:24][CH:23]=3)[N:16]=2)=[CH:14]\1)=O)[CH3:2].BrC(Cl)(Cl)C(Cl)(Cl)Br.C1C=CC(P(C2C=CC=CC=2)C2C=CC=CC=2)=CC=1. Product: [CH2:1]([Si:3]([CH2:4][C:5]1[N:10]2[CH:11]=[CH:12][C:13]([C:15]3[CH:20]=[CH:19][N:18]=[C:17]([NH:21][C:22]4[N:26]([CH3:27])[N:25]=[CH:24][CH:23]=4)[N:16]=3)=[CH:14][C:9]2=[N:8][N:7]=1)([CH3:29])[CH3:28])[CH3:2]. The catalyst class is: 23. (8) Reactant: [F:1][CH:2]([F:16])[C:3]1[N:7]2[CH:8]=[C:9]([N+:13]([O-])=O)[CH:10]=[C:11]([CH3:12])[C:6]2=[N:5][N:4]=1. Product: [F:16][CH:2]([F:1])[C:3]1[N:7]2[CH:8]=[C:9]([NH2:13])[CH:10]=[C:11]([CH3:12])[C:6]2=[N:5][N:4]=1. The catalyst class is: 19. (9) Reactant: [CH2:1]([N:3]1[CH2:8][CH2:7][N:6]([S:9]([C:12]2[CH:17]=[CH:16][C:15]([C:18]3[CH:19]=[C:20]4[N:26]=[C:25]([CH2:27][CH2:28][CH:29]5[NH:35][C:34](=O)[CH2:33][CH2:32][CH2:31][CH2:30]5)[NH:24][C:21]4=[N:22][CH:23]=3)=[CH:14][CH:13]=2)(=[O:11])=[O:10])[CH2:5][CH2:4]1)[CH3:2].COC1C=CC(P2(SP(C3C=CC(OC)=CC=3)(=S)S2)=[S:46])=CC=1. Product: [CH2:1]([N:3]1[CH2:8][CH2:7][N:6]([S:9]([C:12]2[CH:17]=[CH:16][C:15]([C:18]3[CH:19]=[C:20]4[N:26]=[C:25]([CH2:27][CH2:28][CH:29]5[NH:35][C:34](=[S:46])[CH2:33][CH2:32][CH2:31][CH2:30]5)[NH:24][C:21]4=[N:22][CH:23]=3)=[CH:14][CH:13]=2)(=[O:11])=[O:10])[CH2:5][CH2:4]1)[CH3:2]. The catalyst class is: 12. (10) Reactant: [F:1][CH:2]([F:14])[O:3][C:4]1[CH:5]=[CH:6][C:7]([C:10]([O:12]C)=[O:11])=[N:8][CH:9]=1.[OH-].[Li+]. Product: [F:14][CH:2]([F:1])[O:3][C:4]1[CH:5]=[CH:6][C:7]([C:10]([OH:12])=[O:11])=[N:8][CH:9]=1. The catalyst class is: 20.